This data is from Catalyst prediction with 721,799 reactions and 888 catalyst types from USPTO. The task is: Predict which catalyst facilitates the given reaction. (1) Reactant: C[O:2][C:3]([C:5]1[C:11]2[NH:12][C:13]3[CH:14]=[CH:15][CH:16]=[CH:17][C:18]=3[C:10]=2[CH2:9][CH2:8][N:7](C(OC(C)(C)C)=O)[CH:6]=1)=[O:4].[OH-].[Na+]. Product: [CH2:9]1[C:10]2[C:18]3[CH:17]=[CH:16][CH:15]=[CH:14][C:13]=3[NH:12][C:11]=2[C:5]([C:3]([OH:4])=[O:2])=[CH:6][NH:7][CH2:8]1. The catalyst class is: 24. (2) Reactant: [H-].[Na+].[F:3][C:4]([F:15])([F:14])[C:5]1[CH:13]=[CH:12][CH:11]=[C:10]2[C:6]=1[CH:7]=[CH:8][NH:9]2.[C:16]1([S:22](Cl)(=[O:24])=[O:23])[CH:21]=[CH:20][CH:19]=[CH:18][CH:17]=1.[Cl-].[NH4+]. Product: [C:16]1([S:22]([N:9]2[C:10]3[C:6](=[C:5]([C:4]([F:3])([F:14])[F:15])[CH:13]=[CH:12][CH:11]=3)[CH:7]=[CH:8]2)(=[O:24])=[O:23])[CH:21]=[CH:20][CH:19]=[CH:18][CH:17]=1. The catalyst class is: 7. (3) Reactant: [Cl:1][CH2:2][C:3](Cl)=[O:4].[C:6]([O:10][C:11]([N:13]1[CH2:20][CH:19]2[NH:21][CH:15]([CH2:16][N:17]([CH2:22][C:23]3[CH:28]=[CH:27][C:26]([F:29])=[CH:25][CH:24]=3)[CH2:18]2)[CH2:14]1)=[O:12])([CH3:9])([CH3:8])[CH3:7].C([O-])([O-])=O.[Na+].[Na+]. Product: [C:6]([O:10][C:11]([N:13]1[CH2:14][CH:15]2[N:21]([C:3](=[O:4])[CH2:2][Cl:1])[CH:19]([CH2:18][N:17]([CH2:22][C:23]3[CH:24]=[CH:25][C:26]([F:29])=[CH:27][CH:28]=3)[CH2:16]2)[CH2:20]1)=[O:12])([CH3:9])([CH3:7])[CH3:8]. The catalyst class is: 1. (4) Reactant: [CH2:1]([O:3][C:4](=[O:24])[C:5](=O)[CH2:6][C:7](=O)[C:8]1[CH:12]=[CH:11][N:10]([S:13]([C:16]2[CH:21]=[CH:20][CH:19]=[CH:18][CH:17]=2)(=[O:15])=[O:14])[CH:9]=1)[CH3:2].[NH:25]([C:27]1[CH:28]=[CH:29][C:30]([CH3:33])=[N:31][CH:32]=1)[NH2:26].Cl. Product: [CH2:1]([O:3][C:4]([C:5]1[CH:6]=[C:7]([C:8]2[CH:12]=[CH:11][N:10]([S:13]([C:16]3[CH:21]=[CH:20][CH:19]=[CH:18][CH:17]=3)(=[O:15])=[O:14])[CH:9]=2)[N:25]([C:27]2[CH:32]=[N:31][C:30]([CH3:33])=[CH:29][CH:28]=2)[N:26]=1)=[O:24])[CH3:2]. The catalyst class is: 8. (5) Reactant: Br[C:2]1[CH:3]=[C:4]2[CH:10]=[CH:9][NH:8][C:5]2=[N:6][CH:7]=1.[CH3:11][C:12]1([CH3:28])[C:16]([CH3:18])([CH3:17])[O:15][B:14]([B:14]2[O:15][C:16]([CH3:18])([CH3:17])[C:12]([CH3:28])([CH3:11])[O:13]2)[O:13]1.C(Cl)Cl.CC([O-])=O.[K+]. Product: [CH3:11][C:12]1([CH3:28])[C:16]([CH3:18])([CH3:17])[O:15][B:14]([C:2]2[CH:3]=[C:4]3[CH:10]=[CH:9][NH:8][C:5]3=[N:6][CH:7]=2)[O:13]1. The catalyst class is: 12. (6) Reactant: [CH3:1][N:2]([CH3:16])[C:3]([N:5]1[CH2:9][CH:8]2[CH2:10][C:11]([N+:14]#[C-])([CH3:13])[CH2:12][CH:7]2[CH2:6]1)=[O:4].Cl. Product: [CH3:16][N:2]([CH3:1])[C:3]([N:5]1[CH2:9][CH:8]2[CH2:10][C:11]([NH2:14])([CH3:13])[CH2:12][CH:7]2[CH2:6]1)=[O:4]. The catalyst class is: 8.